This data is from Reaction yield outcomes from USPTO patents with 853,638 reactions. The task is: Predict the reaction yield, written as a fraction of the theoretical maximum amount of product (1.0 means a 100% yield; for example, 0.34 means a 34% yield). (1) The reactants are [Cl:1][C:2]1[CH:3]=[N:4][N:5]([CH3:27])[C:6]=1[C:7]1[CH:8]=[C:9]([NH:14][C:15](=[O:26])[C:16]2[CH:21]=[CH:20][CH:19]=[C:18]([C:22]([F:25])([F:24])[F:23])[CH:17]=2)[CH:10]=[CH:11][C:12]=1[OH:13].C(=O)([O-])[O-].[K+].[K+].Br[CH2:35][C:36]([NH2:38])=[O:37]. The catalyst is CC(C)=O. The product is [C:36]([CH2:35][O:13][C:12]1[CH:11]=[CH:10][C:9]([NH:14][C:15](=[O:26])[C:16]2[CH:21]=[CH:20][CH:19]=[C:18]([C:22]([F:23])([F:24])[F:25])[CH:17]=2)=[CH:8][C:7]=1[C:6]1[N:5]([CH3:27])[N:4]=[CH:3][C:2]=1[Cl:1])(=[O:37])[NH2:38]. The yield is 0.830. (2) The reactants are [CH:1]1([C:4]([C:6]2[CH:7]=[N:8][C:9]3[C:14]([C:15]=2[NH:16][C@H:17]2[CH2:22][CH2:21][C@H:20]([NH:23]C(=O)OC(C)(C)C)[CH2:19][CH2:18]2)=[CH:13][C:12]([C:31]2[CH:36]=[CH:35][C:34]([OH:37])=[C:33]([O:38][CH3:39])[CH:32]=2)=[CH:11][CH:10]=3)=[O:5])[CH2:3][CH2:2]1.C(O)(C(F)(F)F)=O. No catalyst specified. The product is [NH2:23][C@H:20]1[CH2:21][CH2:22][C@H:17]([NH:16][C:15]2[C:14]3[C:9](=[CH:10][CH:11]=[C:12]([C:31]4[CH:36]=[CH:35][C:34]([OH:37])=[C:33]([O:38][CH3:39])[CH:32]=4)[CH:13]=3)[N:8]=[CH:7][C:6]=2[C:4]([CH:1]2[CH2:2][CH2:3]2)=[O:5])[CH2:18][CH2:19]1. The yield is 0.310. (3) The reactants are [NH2:1][C:2]1[CH:3]=[C:4]([CH:10]=[CH:11][CH:12]=1)[C:5]([O:7][CH2:8][CH3:9])=[O:6].[F:13][C:14]([F:27])([O:18][C:19]1[CH:20]=[C:21]([CH:24]=[CH:25][CH:26]=1)[CH:22]=O)[CH:15]([F:17])[F:16].C(O)(=O)C.[BH-](OC(C)=O)(OC(C)=O)OC(C)=O.[Na+]. The catalyst is ClC(Cl)C. The product is [F:13][C:14]([F:27])([O:18][C:19]1[CH:20]=[C:21]([CH2:22][NH:1][C:2]2[CH:3]=[C:4]([CH:10]=[CH:11][CH:12]=2)[C:5]([O:7][CH2:8][CH3:9])=[O:6])[CH:24]=[CH:25][CH:26]=1)[CH:15]([F:16])[F:17]. The yield is 0.980. (4) The reactants are [F:1][C:2]1[N:7]=[C:6]([O:8][C:9]2[CH:15]=[CH:14][C:12]([NH2:13])=[CH:11][CH:10]=2)[CH:5]=[CH:4][CH:3]=1.O1CCOCC1.Cl.Cl[C:24]1[N:25]([CH2:39][C:40]2[CH:45]=[CH:44][C:43]([Cl:46])=[CH:42][CH:41]=2)[CH:26]=[C:27]([CH2:31][O:32][CH2:33][C:34]([O:36]CC)=[O:35])[C:28](=[O:30])[N:29]=1. The catalyst is C(O)C. The product is [Cl:46][C:43]1[CH:42]=[CH:41][C:40]([CH2:39][N:25]2[CH:26]=[C:27]([CH2:31][O:32][CH2:33][C:34]([OH:36])=[O:35])[C:28](=[O:30])[N:29]=[C:24]2[NH:13][C:12]2[CH:14]=[CH:15][C:9]([O:8][C:6]3[CH:5]=[CH:4][CH:3]=[C:2]([F:1])[N:7]=3)=[CH:10][CH:11]=2)=[CH:45][CH:44]=1. The yield is 0.0120. (5) The reactants are BrC1C=C[C:5](NCC(OC)=O)=[N:6]C=1.[Cl:14][C:15]1[CH:16]=[CH:17][CH:18]=[C:19]2[C:23]=1[N:22]([CH3:24])[CH:21]=[C:20]2[CH:25]=O.CN1C2C(=CC=CC=2)C(C)=C1C=O. No catalyst specified. The product is [Cl:14][C:15]1[CH:16]=[CH:17][CH:18]=[C:19]2[C:23]=1[N:22]([CH3:24])[CH:21]=[C:20]2[CH2:25][NH:6][CH3:5]. The yield is 0.930.